From a dataset of Forward reaction prediction with 1.9M reactions from USPTO patents (1976-2016). Predict the product of the given reaction. (1) Given the reactants [F:1][C:2]([CH3:18])([CH3:17])[CH2:3][NH:4][C@H:5]([CH3:16])[CH2:6][C:7]1[C:15]2[C:10](=[CH:11][CH:12]=[CH:13][CH:14]=2)[NH:9][CH:8]=1.[F:19][C:20]1[CH:21]=[C:22]([CH:30]=[C:31]([F:35])[C:32]=1[CH:33]=O)[O:23][CH2:24][CH2:25][O:26][C:27](=[O:29])[CH3:28].C(O)(=O)C, predict the reaction product. The product is: [C:27]([O:26][CH2:25][CH2:24][O:23][C:22]1[CH:30]=[C:31]([F:35])[C:32]([C@@H:33]2[C:8]3[NH:9][C:10]4[C:15]([C:7]=3[CH2:6][C@@H:5]([CH3:16])[N:4]2[CH2:3][C:2]([F:1])([CH3:17])[CH3:18])=[CH:14][CH:13]=[CH:12][CH:11]=4)=[C:20]([F:19])[CH:21]=1)(=[O:29])[CH3:28]. (2) Given the reactants [CH2:1]([N:5]1[C:13]2[C:8](=[C:9]([O:15][C:16]([F:19])([F:18])[F:17])[CH:10]=[CH:11][C:12]=2[F:14])[C:7]([C:20](O)=[O:21])=[CH:6]1)[CH2:2][CH2:3][CH3:4].CCN(CC)CC.Cl.[F:31][C:32]([F:51])([F:50])[C:33]([NH:35][CH2:36][C:37]1[CH:42]=[CH:41][C:40]([F:43])=[C:39]([CH:44]2[CH2:49][CH2:48][NH:47][CH2:46][CH2:45]2)[CH:38]=1)=[O:34].CCN=C=NCCCN(C)C, predict the reaction product. The product is: [CH2:1]([N:5]1[C:13]2[C:8](=[C:9]([O:15][C:16]([F:18])([F:19])[F:17])[CH:10]=[CH:11][C:12]=2[F:14])[C:7]([C:20]([N:47]2[CH2:48][CH2:49][CH:44]([C:39]3[CH:38]=[C:37]([CH:42]=[CH:41][C:40]=3[F:43])[CH2:36][NH:35][C:33](=[O:34])[C:32]([F:51])([F:50])[F:31])[CH2:45][CH2:46]2)=[O:21])=[CH:6]1)[CH2:2][CH2:3][CH3:4].